Dataset: Forward reaction prediction with 1.9M reactions from USPTO patents (1976-2016). Task: Predict the product of the given reaction. (1) The product is: [CH3:1][O:2][C:3]1[CH:8]=[CH:7][C:6]([C:9]2[CH:10]=[C:11]3[C:12]([CH2:15][C:16](=[O:17])[NH:19]3)=[CH:13][CH:14]=2)=[CH:5][CH:4]=1. Given the reactants [CH3:1][O:2][C:3]1[CH:8]=[CH:7][C:6]([C:9]2[CH:14]=[CH:13][C:12]([CH2:15][C:16](O)=[O:17])=[C:11]([N+:19]([O-])=O)[CH:10]=2)=[CH:5][CH:4]=1, predict the reaction product. (2) Given the reactants [C:1]([O:5][C:6]([N:8]1[CH2:19][CH2:18][C:11]2([NH:15][C:14](=[O:16])[NH:13][C:12]2=[O:17])[CH2:10][CH2:9]1)=[O:7])([CH3:4])([CH3:3])[CH3:2].CS(O[CH2:25][CH2:26][O:27][C:28]1[CH:33]=[CH:32][C:31]([C:34]2[N:39]=[C:38]([C:40]#[N:41])[C:37]3[N:42]=[CH:43][N:44]([CH3:45])[C:36]=3[CH:35]=2)=[CH:30][C:29]=1[C:46]([F:49])([F:48])[F:47])(=O)=O.C([O-])([O-])=O.[K+].[K+], predict the reaction product. The product is: [C:1]([O:5][C:6]([N:8]1[CH2:9][CH2:10][C:11]2([NH:15][C:14](=[O:16])[N:13]([CH2:25][CH2:26][O:27][C:28]3[CH:33]=[CH:32][C:31]([C:34]4[N:39]=[C:38]([C:40]#[N:41])[C:37]5[N:42]=[CH:43][N:44]([CH3:45])[C:36]=5[CH:35]=4)=[CH:30][C:29]=3[C:46]([F:49])([F:47])[F:48])[C:12]2=[O:17])[CH2:18][CH2:19]1)=[O:7])([CH3:4])([CH3:2])[CH3:3]. (3) Given the reactants [C:1]([OH:13])(=[O:12])[CH2:2][C:3]([CH2:8][C:9]([OH:11])=[O:10])([C:5]([OH:7])=[O:6])[OH:4].[CH2:14]([OH:27])[CH2:15][CH2:16][CH2:17][CH2:18][CH2:19][CH2:20][CH2:21][CH2:22][CH2:23][CH2:24][CH2:25][OH:26].CCNC(CC1C=CC2OCOC=2C=1)C, predict the reaction product. The product is: [CH2:25]([OH:26])[CH2:24][CH2:23][CH2:22][CH2:21][CH2:20][CH2:19][CH2:18][CH2:17][CH2:16][CH2:15][CH2:14][OH:27].[C:1]([OH:13])(=[O:12])[CH2:2][C:3]([CH2:8][C:9]([OH:11])=[O:10])([C:5]([OH:7])=[O:6])[OH:4]. (4) Given the reactants Br[CH2:2][C:3]1[C:8](=[O:9])[N:7]([C:10]2[CH:11]=[C:12]([C:16]3[CH:21]=[CH:20][CH:19]=[CH:18][CH:17]=3)[CH:13]=[CH:14][CH:15]=2)[C:6]2[N:22]=[CH:23][CH:24]=[CH:25][C:5]=2[N:4]=1.[CH2:26]([N:28](CC)[CH2:29][CH3:30])[CH3:27].[OH2:33], predict the reaction product. The product is: [O:33]1[CH2:30][CH2:29][N:28]([CH2:2][C:3]2[C:8](=[O:9])[N:7]([C:10]3[CH:11]=[C:12]([C:16]4[CH:21]=[CH:20][CH:19]=[CH:18][CH:17]=4)[CH:13]=[CH:14][CH:15]=3)[C:6]3[N:22]=[CH:23][CH:24]=[CH:25][C:5]=3[N:4]=2)[CH2:26][CH2:27]1.